From a dataset of Reaction yield outcomes from USPTO patents with 853,638 reactions. Predict the reaction yield, written as a fraction of the theoretical maximum amount of product (1.0 means a 100% yield; for example, 0.34 means a 34% yield). (1) The product is [Cl:1][C:2]1[C:3]([O:12][C:13]2[CH:18]=[C:17]([O:19][CH2:43][CH2:42][C:41]([OH:46])([CH3:45])[CH3:40])[CH:16]=[CH:15][C:14]=2/[CH:20]=[CH:21]/[C:22]([O:24][CH2:25][CH3:26])=[O:23])=[N:4][CH:5]=[C:6]([C:8]([F:9])([F:11])[F:10])[CH:7]=1. The catalyst is O1CCCC1. The yield is 0.120. The reactants are [Cl:1][C:2]1[C:3]([O:12][C:13]2[CH:18]=[C:17]([OH:19])[CH:16]=[CH:15][C:14]=2/[CH:20]=[CH:21]/[C:22]([O:24][CH2:25][CH3:26])=[O:23])=[N:4][CH:5]=[C:6]([C:8]([F:11])([F:10])[F:9])[CH:7]=1.C(P(CCCC)CCCC)CCC.[CH3:40][C:41]([OH:46])([CH3:45])[CH2:42][CH2:43]O.N(C(N1CCCCC1)=O)=NC(N1CCCCC1)=O. (2) The reactants are [Cl:1][C:2]1[C:3]([O:12][C:13]2[CH:18]=[C:17]([OH:19])[CH:16]=[CH:15][C:14]=2/[CH:20]=[CH:21]/[C:22]([O:24][CH2:25][CH3:26])=[O:23])=[N:4][CH:5]=[C:6]([C:8]([F:11])([F:10])[F:9])[CH:7]=1.C(=O)([O-])[O-].[K+].[K+].[I-].[Na+].Br[CH2:36][CH:37]1[CH2:41][CH2:40][CH2:39][O:38]1. The catalyst is CN(C)C=O.O. The product is [Cl:1][C:2]1[C:3]([O:12][C:13]2[CH:18]=[C:17]([O:19][CH2:36][CH:37]3[CH2:41][CH2:40][CH2:39][O:38]3)[CH:16]=[CH:15][C:14]=2/[CH:20]=[CH:21]/[C:22]([O:24][CH2:25][CH3:26])=[O:23])=[N:4][CH:5]=[C:6]([C:8]([F:9])([F:11])[F:10])[CH:7]=1. The yield is 0.380. (3) The reactants are [CH3:1][C@@H:2]1[N:6]([C:7]([O:9][C:10]([CH3:13])([CH3:12])[CH3:11])=[O:8])[C@H:5]([C:14]([O:16][CH2:17][C:18]([C:20]2[CH:21]=[CH:22][C:23]3[C:32]4[CH:31]=[C:30]5[CH2:33][CH2:34][CH:35](Br)[C:36](=[O:37])[C:29]5=[CH:28][C:27]=4[O:26][CH2:25][C:24]=3[CH:39]=2)=[O:19])=[O:15])[CH2:4][CH2:3]1.[C:40]([O:44][C:45]([N:47]1[CH2:51][C@@H:50]([CH2:52][O:53][CH3:54])[CH2:49][C@H:48]1[C:55]([OH:57])=[O:56])=[O:46])([CH3:43])([CH3:42])[CH3:41].C([O-])([O-])=O.[Cs+].[Cs+]. The catalyst is CC(C)=O.C(Cl)Cl. The product is [CH3:1][C@@H:2]1[N:6]([C:7]([O:9][C:10]([CH3:13])([CH3:12])[CH3:11])=[O:8])[C@H:5]([C:14]([O:16][CH2:17][C:18]([C:20]2[CH:21]=[CH:22][C:23]3[C:32]4[CH:31]=[C:30]5[CH2:33][CH2:34][CH:35]([O:57][C:55]([C@@H:48]6[CH2:49][C@H:50]([CH2:52][O:53][CH3:54])[CH2:51][N:47]6[C:45]([O:44][C:40]([CH3:43])([CH3:42])[CH3:41])=[O:46])=[O:56])[C:36](=[O:37])[C:29]5=[CH:28][C:27]=4[O:26][CH2:25][C:24]=3[CH:39]=2)=[O:19])=[O:15])[CH2:4][CH2:3]1. The yield is 0.650. (4) The reactants are CO[C:3](=[O:18])[CH:4]([C:11]1[CH:16]=[CH:15][C:14]([Cl:17])=[CH:13][CH:12]=1)[CH2:5][CH:6]1[CH2:10][CH2:9][CH2:8][CH2:7]1.[NH2:19][C:20]1[S:21][CH:22]=[CH:23][N:24]=1.C[O-].[Mg+2].C[O-].CO. No catalyst specified. The product is [Cl:17][C:14]1[CH:13]=[CH:12][C:11]([CH:4]([CH2:5][CH:6]2[CH2:7][CH2:8][CH2:9][CH2:10]2)[C:3]([NH:19][C:20]2[S:21][CH:22]=[CH:23][N:24]=2)=[O:18])=[CH:16][CH:15]=1. The yield is 0.350. (5) The reactants are [CH3:1][C:2]1[C:11]2[N:10]3[CH:12]=[CH:13][CH:14]=[C:9]3[C:8](=[O:15])[N:7]([CH2:16][C:17]([OH:19])=O)[C:6]=2[N:5]=[CH:4][CH:3]=1.[CH3:20][O:21][C:22]1[CH:27]=[CH:26][C:25]([N:28]2[CH2:33][CH2:32][N:31]([CH2:34][CH2:35][CH2:36][NH2:37])[CH2:30][CH2:29]2)=[CH:24][CH:23]=1.C(N=C=NC(C)C)(C)C. The catalyst is CN(C1C=CN=CC=1)C.C(Cl)Cl. The product is [CH3:20][O:21][C:22]1[CH:23]=[CH:24][C:25]([N:28]2[CH2:29][CH2:30][N:31]([CH2:34][CH2:35][CH2:36][NH:37][C:17](=[O:19])[CH2:16][N:7]3[C:6]4[N:5]=[CH:4][CH:3]=[C:2]([CH3:1])[C:11]=4[N:10]4[CH:12]=[CH:13][CH:14]=[C:9]4[C:8]3=[O:15])[CH2:32][CH2:33]2)=[CH:26][CH:27]=1. The yield is 0.530. (6) The yield is 0.870. No catalyst specified. The product is [O:19]1[CH2:20][CH2:21][N:22]([C:25]2[CH:26]=[CH:27][C:28]([NH:29][C:2]3[N:7]=[C:6]([S:8][C:9]4[CH:10]=[C:11]([CH:16]=[CH:17][CH:18]=4)[C:12]([O:14][CH3:15])=[O:13])[CH:5]=[CH:4][N:3]=3)=[CH:30][CH:31]=2)[CH2:23][CH2:24]1. The reactants are Cl[C:2]1[N:7]=[C:6]([S:8][C:9]2[CH:10]=[C:11]([CH:16]=[CH:17][CH:18]=2)[C:12]([O:14][CH3:15])=[O:13])[CH:5]=[CH:4][N:3]=1.[O:19]1[CH2:24][CH2:23][N:22]([C:25]2[CH:31]=[CH:30][C:28]([NH2:29])=[CH:27][CH:26]=2)[CH2:21][CH2:20]1.